Dataset: Forward reaction prediction with 1.9M reactions from USPTO patents (1976-2016). Task: Predict the product of the given reaction. (1) Given the reactants [C:1]([O:4][CH2:5][CH2:6][CH2:7][C:8]1[CH:13]=[CH:12][CH:11]=[C:10]([C:14]#[N:15])[N:9]=1)(=[O:3])[CH3:2].[C:16](OC)(=[O:24])[C:17]1[C:18](=[CH:20][CH:21]=[CH:22][CH:23]=1)[SH:19].C(N(CC)CC)C, predict the reaction product. The product is: [C:1]([O:4][CH2:5][CH2:6][CH2:7][C:8]1[CH:13]=[CH:12][CH:11]=[C:10]([C:14]2[S:19][C:18]3[CH:20]=[CH:21][CH:22]=[CH:23][C:17]=3[C:16](=[O:24])[N:15]=2)[N:9]=1)(=[O:3])[CH3:2]. (2) Given the reactants [CH3:1][O:2][C@H:3]1[O:8][CH2:7][CH2:6][N:5]([C@@H:9]2[C@H:42]([OH:43])[C@H:41]([CH3:44])[O:40][C@@H:11]([O:12][C@@H:13]3[C:30]4[C:17](=[C:18]([OH:35])[C:19]5[C:20](=[O:34])[C:21]6[C:26]([C:27](=[O:32])[C:28]=5[C:29]=4[OH:31])=[C:25]([NH2:33])[CH:24]=[CH:23][CH:22]=6)[CH2:16][C@:15]([C:37](=[O:39])[CH3:38])([OH:36])[CH2:14]3)[CH2:10]2)[CH2:4]1.[F:45][C:46]([F:57])([F:56])[C:47](O[C:47](=[O:48])[C:46]([F:57])([F:56])[F:45])=[O:48].CO, predict the reaction product. The product is: [C:37]([C@@:15]1([OH:36])[CH2:14][C@H:13]([O:12][CH:11]2[O:40][C@@H:41]([CH3:44])[C@@H:42]([OH:43])[C@@H:9]([N:5]3[CH2:6][CH2:7][O:8][C@H:3]([O:2][CH3:1])[CH2:4]3)[CH2:10]2)[C:30]2[C:29]([OH:31])=[C:28]3[C:19]([C:20](=[O:34])[C:21]4[CH:22]=[CH:23][CH:24]=[C:25]([NH:33][C:47](=[O:48])[C:46]([F:57])([F:56])[F:45])[C:26]=4[C:27]3=[O:32])=[C:18]([OH:35])[C:17]=2[CH2:16]1)(=[O:39])[CH3:38]. (3) Given the reactants [CH:1]1([C:4]2[NH:8][C:7]3[CH:9]=[C:10]([C:16]4[C:17]([CH3:22])=[N:18][O:19][C:20]=4[CH3:21])[CH:11]=[C:12]([C:13](=[O:15])[CH3:14])[C:6]=3[N:5]=2)[CH2:3][CH2:2]1.[N:23]1[CH:28]=[CH:27][CH:26]=[CH:25][C:24]=1[Mg]Br, predict the reaction product. The product is: [CH:1]1([C:4]2[NH:8][C:7]3[CH:9]=[C:10]([C:16]4[C:17]([CH3:22])=[N:18][O:19][C:20]=4[CH3:21])[CH:11]=[C:12]([C:13]([C:25]4[CH:24]=[N:23][CH:28]=[CH:27][CH:26]=4)([OH:15])[CH3:14])[C:6]=3[N:5]=2)[CH2:3][CH2:2]1. (4) Given the reactants [Cl:1][C:2]1[CH:7]=[CH:6][C:5]([CH:8]2[N:12]([C:13]3[CH:14]=[C:15]([CH3:23])[C:16]4[N:17]([C:19]([CH3:22])=[N:20][N:21]=4)[CH:18]=3)[C:11](=[O:24])[C:10](=O)[CH:9]2[C:26](=O)[CH2:27][CH3:28])=[CH:4][CH:3]=1.Cl.[CH:31]1([NH:34][NH2:35])[CH2:33][CH2:32]1, predict the reaction product. The product is: [Cl:1][C:2]1[CH:7]=[CH:6][C:5]([CH:8]2[C:9]3[C:26]([CH2:27][CH3:28])=[N:35][N:34]([CH:31]4[CH2:33][CH2:32]4)[C:10]=3[C:11](=[O:24])[N:12]2[C:13]2[CH:14]=[C:15]([CH3:23])[C:16]3[N:17]([C:19]([CH3:22])=[N:20][N:21]=3)[CH:18]=2)=[CH:4][CH:3]=1. (5) The product is: [CH3:1][O:2][C:3]1[CH:11]=[C:10]2[C:6]([C:7]([CH2:18][C:19]3[N:24]=[C:23]([C:25]([O:27][CH2:34][C:35]4[CH:40]=[CH:39][CH:38]=[CH:37][CH:36]=4)=[O:26])[CH:22]=[CH:21][CH:20]=3)=[C:8]([C:12]3[CH:13]=[CH:14][CH:15]=[CH:16][CH:17]=3)[NH:9]2)=[CH:5][CH:4]=1. Given the reactants [CH3:1][O:2][C:3]1[CH:11]=[C:10]2[C:6]([C:7]([CH2:18][C:19]3[N:24]=[C:23]([C:25]([OH:27])=[O:26])[CH:22]=[CH:21][CH:20]=3)=[C:8]([C:12]3[CH:17]=[CH:16][CH:15]=[CH:14][CH:13]=3)[NH:9]2)=[CH:5][CH:4]=1.C(=O)([O-])[O-].[K+].[K+].[CH2:34](Br)[C:35]1[CH:40]=[CH:39][CH:38]=[CH:37][CH:36]=1, predict the reaction product.